From a dataset of Full USPTO retrosynthesis dataset with 1.9M reactions from patents (1976-2016). Predict the reactants needed to synthesize the given product. Given the product [CH2:46]([CH:41]([CH2:42][CH2:43][CH2:44][CH3:45])[CH2:40][CH:39]([N:24]1[C:20](=[O:30])[C:21]2[C:22](=[CH:26][CH:27]=[CH:28][CH:29]=2)[C:23]1=[O:25])[CH2:38][CH:33]([CH2:31][CH3:32])[CH2:34][CH2:35][CH2:36][CH3:37])[CH3:47], predict the reactants needed to synthesize it. The reactants are: C1(P(C2C=CC=CC=2)C2C=CC=CC=2)C=CC=CC=1.[C:20]1(=[O:30])[NH:24][C:23](=[O:25])[C:22]2=[CH:26][CH:27]=[CH:28][CH:29]=[C:21]12.[CH2:31]([CH:33]([CH2:38][CH:39](O)[CH2:40][CH:41]([CH2:46][CH3:47])[CH2:42][CH2:43][CH2:44][CH3:45])[CH2:34][CH2:35][CH2:36][CH3:37])[CH3:32].N#N.N(C(OC(C)C)=O)=NC(OC(C)C)=O.